From a dataset of Catalyst prediction with 721,799 reactions and 888 catalyst types from USPTO. Predict which catalyst facilitates the given reaction. Reactant: [F:1][C:2]1[CH:3]=[C:4]([N+:9]([O-:11])=[O:10])[CH:5]=[CH:6][C:7]=1F.[C:12]1(=[O:22])[NH:16][C:15](=[O:17])[C:14]2=[CH:18][CH:19]=[CH:20][CH:21]=[C:13]12.[K]. Product: [F:1][C:2]1[CH:3]=[C:4]([N+:9]([O-:11])=[O:10])[CH:5]=[CH:6][C:7]=1[N:16]1[C:12](=[O:22])[C:13]2[C:14](=[CH:18][CH:19]=[CH:20][CH:21]=2)[C:15]1=[O:17]. The catalyst class is: 3.